Dataset: Forward reaction prediction with 1.9M reactions from USPTO patents (1976-2016). Task: Predict the product of the given reaction. (1) Given the reactants C(OC([NH:8][C@H:9]1[CH2:14][C@@H:13]([CH3:15])[CH2:12][N:11]([C:16]2[CH:21]=[CH:20][N:19]=[CH:18][C:17]=2[NH:22][C:23]([C:25]2[C:29]3=[N:30][CH:31]=[C:32]([C:34]4[CH:35]=[N:36][N:37]([CH3:39])[CH:38]=4)[CH:33]=[C:28]3[O:27][C:26]=2[NH:40]C(=O)OC(C)(C)C)=[O:24])[CH2:10]1)=O)(C)(C)C.Cl.O1CCOCC1, predict the reaction product. The product is: [NH2:40][C:26]1[O:27][C:28]2[C:29](=[N:30][CH:31]=[C:32]([C:34]3[CH:35]=[N:36][N:37]([CH3:39])[CH:38]=3)[CH:33]=2)[C:25]=1[C:23]([NH:22][C:17]1[CH:18]=[N:19][CH:20]=[CH:21][C:16]=1[N:11]1[CH2:12][C@H:13]([CH3:15])[CH2:14][C@H:9]([NH2:8])[CH2:10]1)=[O:24]. (2) Given the reactants [F:1][C:2]1[C:19]([CH3:20])=[CH:18][C:17]([C:21]2[CH:26]=[CH:25][CH:24]=[C:23]([F:27])[CH:22]=2)=[CH:16][C:3]=1[C:4]([NH:6][C:7]1[C:12]([CH3:13])=[CH:11][CH:10]=[C:9]([OH:14])[C:8]=1[CH3:15])=O.N#N, predict the reaction product. The product is: [F:1][C:2]1[C:19]([CH3:20])=[CH:18][C:17]([C:21]2[CH:26]=[CH:25][CH:24]=[C:23]([F:27])[CH:22]=2)=[CH:16][C:3]=1[CH2:4][NH:6][C:7]1[C:8]([CH3:15])=[C:9]([OH:14])[CH:10]=[CH:11][C:12]=1[CH3:13]. (3) Given the reactants [C:1]([O:5]C(OC(OC(C)(C)C)=O)=O)(C)(C)C.[CH2:16]([NH:19][C:20]1[N:21]=[C:22]([NH2:30])[C:23]2[S:28][CH:27]=[C:26]([CH3:29])[C:24]=2[N:25]=1)[CH:17]=[CH2:18].[C:31]([NH2:35])([CH3:34])([CH3:33])[CH3:32].C(OCC)(=O)C.CCCCCC, predict the reaction product. The product is: [CH2:16]([NH:19][C:20]1[N:21]=[C:22]([NH:30][C:1](=[O:5])[NH:35][C:31]([CH3:34])([CH3:33])[CH3:32])[C:23]2[S:28][CH:27]=[C:26]([CH3:29])[C:24]=2[N:25]=1)[CH:17]=[CH2:18]. (4) Given the reactants [CH3:1][O:2][CH2:3]Cl.C(=O)([O-])[O-].[K+].[K+].[CH2:11]([C:14]1[CH:15]=[C:16]([OH:20])[CH:17]=[CH:18][CH:19]=1)[CH2:12][CH3:13], predict the reaction product. The product is: [CH3:1][O:2][CH2:3][O:20][C:16]1[CH:17]=[CH:18][CH:19]=[C:14]([CH2:11][CH2:12][CH3:13])[CH:15]=1. (5) Given the reactants [NH2:1][CH:2]1[N:8]=[C:7]([C:9]2[CH:14]=[CH:13][CH:12]=[CH:11][CH:10]=2)[C:6]2[CH:15]=[CH:16][CH:17]=[CH:18][C:5]=2[N:4]([CH3:19])[C:3]1=[O:20].[F:21][C:22]1[CH:23]=[C:24]([CH:34]=[C:35]([F:37])[CH:36]=1)[CH2:25][NH:26][C:27](=[O:33])[CH:28]([F:32])[C:29](O)=[O:30], predict the reaction product. The product is: [F:21][C:22]1[CH:23]=[C:24]([CH:34]=[C:35]([F:37])[CH:36]=1)[CH2:25][NH:26][C:27](=[O:33])[CH:28]([F:32])[C:29]([NH:1][CH:2]1[C:3](=[O:20])[N:4]([CH3:19])[C:5]2[CH:18]=[CH:17][CH:16]=[CH:15][C:6]=2[C:7]([C:9]2[CH:14]=[CH:13][CH:12]=[CH:11][CH:10]=2)=[N:8]1)=[O:30]. (6) Given the reactants [OH:1][C:2]1[CH:10]=[CH:9][C:5]([C:6]([OH:8])=[O:7])=[CH:4][CH:3]=1.CC(C)([O-])C.[K+].[CH2:17](Br)[C:18]1[CH:23]=[CH:22][CH:21]=[CH:20][CH:19]=1.[OH-].[Na+], predict the reaction product. The product is: [CH2:17]([O:1][C:2]1[CH:10]=[CH:9][C:5]([C:6]([OH:8])=[O:7])=[CH:4][CH:3]=1)[C:18]1[CH:23]=[CH:22][CH:21]=[CH:20][CH:19]=1. (7) Given the reactants CC1(C)C(C)(C)OB([C:9]2[CH:17]=[C:16]([C:18]([F:21])([F:20])[F:19])[CH:15]=[C:14]3[C:10]=2[CH:11]=[N:12][NH:13]3)O1.Br[C:24]1[CH:25]=[CH:26][C:27]2[N:28]([N:31]=[N:32][N:33]=2)[C:29]=1[CH3:30], predict the reaction product. The product is: [CH3:30][C:29]1[N:28]2[N:31]=[N:32][N:33]=[C:27]2[CH:26]=[CH:25][C:24]=1[C:9]1[CH:17]=[C:16]([C:18]([F:19])([F:20])[F:21])[CH:15]=[C:14]2[C:10]=1[CH:11]=[N:12][NH:13]2.